This data is from Catalyst prediction with 721,799 reactions and 888 catalyst types from USPTO. The task is: Predict which catalyst facilitates the given reaction. (1) Reactant: [N+](=[C:3](P(=O)(OC)OC)C(=O)C)=[N-].[NH2:13][C:14]1[C:19]([F:20])=[C:18]([C:21]2[CH:26]=[CH:25][C:24]([CH:27]=O)=[C:23]([F:29])[CH:22]=2)[N:17]=[C:16]([C:30]([O:32][CH3:33])=[O:31])[C:15]=1[Cl:34].C(=O)([O-])[O-].[K+].[K+]. Product: [NH2:13][C:14]1[C:19]([F:20])=[C:18]([C:21]2[CH:26]=[CH:25][C:24]([C:27]#[CH:3])=[C:23]([F:29])[CH:22]=2)[N:17]=[C:16]([C:30]([O:32][CH3:33])=[O:31])[C:15]=1[Cl:34]. The catalyst class is: 24. (2) Reactant: [C:1]([O:5][C:6]([N:8]([CH2:24][CH2:25][C:26]1[CH:31]=[C:30]([F:32])[CH:29]=[CH:28][C:27]=1[OH:33])[CH:9]1[CH2:18][CH2:17][CH2:16][C:15]2[N:14]=[C:13]([C:19]([O:21][CH2:22][CH3:23])=[O:20])[CH:12]=[CH:11][C:10]1=2)=[O:7])([CH3:4])([CH3:3])[CH3:2].Cl[CH2:35][C:36]1[CH:41]=[CH:40][C:39]([CH2:42][CH2:43][C:44]2[CH:49]=[CH:48][C:47]([C:50]([F:53])([F:52])[F:51])=[CH:46][CH:45]=2)=[CH:38][CH:37]=1.C(=O)([O-])[O-].[K+].[K+]. Product: [C:1]([O:5][C:6]([N:8]([CH2:24][CH2:25][C:26]1[CH:31]=[C:30]([F:32])[CH:29]=[CH:28][C:27]=1[O:33][CH2:35][C:36]1[CH:37]=[CH:38][C:39]([CH2:42][CH2:43][C:44]2[CH:49]=[CH:48][C:47]([C:50]([F:51])([F:52])[F:53])=[CH:46][CH:45]=2)=[CH:40][CH:41]=1)[CH:9]1[CH2:18][CH2:17][CH2:16][C:15]2[N:14]=[C:13]([C:19]([O:21][CH2:22][CH3:23])=[O:20])[CH:12]=[CH:11][C:10]1=2)=[O:7])([CH3:2])([CH3:3])[CH3:4]. The catalyst class is: 10. (3) Reactant: [H-].[Na+].[F:3][C:4]1[C:9]([C:10]2[NH:14][CH:13]=[C:12]([CH2:15][N:16]([CH3:24])[C:17](=[O:23])[O:18][C:19]([CH3:22])([CH3:21])[CH3:20])[C:11]=2[F:25])=[CH:8][CH:7]=[CH:6][N:5]=1.C1OCCOCCOCCOCCOC1.Cl[S:42]([C:45]1[O:49][C:48]([C:50]([O:52][CH3:53])=[O:51])=[CH:47][CH:46]=1)(=[O:44])=[O:43]. Product: [C:19]([O:18][C:17]([N:16]([CH2:15][C:12]1[C:11]([F:25])=[C:10]([C:9]2[C:4]([F:3])=[N:5][CH:6]=[CH:7][CH:8]=2)[N:14]([S:42]([C:45]2[O:49][C:48]([C:50]([O:52][CH3:53])=[O:51])=[CH:47][CH:46]=2)(=[O:43])=[O:44])[CH:13]=1)[CH3:24])=[O:23])([CH3:21])([CH3:22])[CH3:20]. The catalyst class is: 30. (4) Reactant: [CH2:1]([NH:8][C@H:9]([CH:11]1[CH2:13][CH2:12]1)[CH3:10])[C:2]1[CH:7]=[CH:6][CH:5]=[CH:4][CH:3]=1.[Br:14][CH2:15][C:16](Br)=[O:17]. Product: [CH2:1]([N:8]([C@H:9]([CH:11]1[CH2:13][CH2:12]1)[CH3:10])[C:16](=[O:17])[CH2:15][Br:14])[C:2]1[CH:7]=[CH:6][CH:5]=[CH:4][CH:3]=1. The catalyst class is: 2. (5) Reactant: [C:1](N1CCNCC1)(=[O:8])C1C=CC=CC=1.[C:15]([N:23]1[CH2:28][CH2:27][N:26]([C:29](=[O:43])[C:30]([C:32]2[C:40]3[C:35](=[C:36](Cl)[N:37]=[CH:38][C:39]=3[F:41])[NH:34][CH:33]=2)=[O:31])[CH2:25][CH2:24]1)(=[O:22])[C:16]1[CH:21]=[CH:20][CH:19]=[CH:18][CH:17]=1.C[O-].[Na+].FC1C=NC(Cl)=C2C=1C=CN2. Product: [C:15]([N:23]1[CH2:28][CH2:27][N:26]([C:29](=[O:43])[C:30]([C:32]2[C:40]3[C:35](=[C:36]([O:8][CH3:1])[N:37]=[CH:38][C:39]=3[F:41])[NH:34][CH:33]=2)=[O:31])[CH2:25][CH2:24]1)(=[O:22])[C:16]1[CH:21]=[CH:20][CH:19]=[CH:18][CH:17]=1. The catalyst class is: 5. (6) Reactant: C([O:3][C:4]([C:6]1([C:9]2[CH:14]=[CH:13][C:12]([C:15]3[CH:20]=[CH:19][C:18]([C:21]4[S:22][C:23]([Cl:37])=[CH:24][C:25]=4[NH:26][C:27]([O:29][C@@H:30]([C:32]4[CH:36]=[CH:35][S:34][CH:33]=4)[CH3:31])=[O:28])=[CH:17][C:16]=3[O:38][CH3:39])=[CH:11][CH:10]=2)[CH2:8][CH2:7]1)=[O:5])C.C(O)(C)C.[OH-].[Na+].Cl. Product: [Cl:37][C:23]1[S:22][C:21]([C:18]2[CH:19]=[CH:20][C:15]([C:12]3[CH:11]=[CH:10][C:9]([C:6]4([C:4]([OH:5])=[O:3])[CH2:7][CH2:8]4)=[CH:14][CH:13]=3)=[C:16]([O:38][CH3:39])[CH:17]=2)=[C:25]([NH:26][C:27]([O:29][C@@H:30]([C:32]2[CH:36]=[CH:35][S:34][CH:33]=2)[CH3:31])=[O:28])[CH:24]=1. The catalyst class is: 253. (7) Reactant: [NH:1]1[CH2:6][CH2:5][CH2:4][CH2:3][CH:2]1[CH2:7][C:8]([NH:10][CH:11]1[C:20]2[C:15](=[CH:16][C:17]([C:21]([CH2:23][N:24]3[CH2:29][CH2:28][CH2:27][CH2:26][CH2:25]3)=[CH2:22])=[CH:18][CH:19]=2)[CH2:14][CH2:13][CH2:12]1)=[O:9].[F:30][C:31]([F:43])([F:42])[C:32]1[CH:33]=[C:34]([S:38](Cl)(=[O:40])=[O:39])[CH:35]=[CH:36][CH:37]=1.CCN(CC)CC. Product: [N:24]1([CH2:23][C:21]([C:17]2[CH:16]=[C:15]3[C:20](=[CH:19][CH:18]=2)[CH:11]([NH:10][C:8](=[O:9])[CH2:7][CH:2]2[CH2:3][CH2:4][CH2:5][CH2:6][N:1]2[S:38]([C:34]2[CH:35]=[CH:36][CH:37]=[C:32]([C:31]([F:30])([F:42])[F:43])[CH:33]=2)(=[O:40])=[O:39])[CH2:12][CH2:13][CH2:14]3)=[CH2:22])[CH2:25][CH2:26][CH2:27][CH2:28][CH2:29]1. The catalyst class is: 2. (8) Reactant: Br[C:2]1[CH:7]=[CH:6][CH:5]=[CH:4][N:3]=1.[Li]CCCC.[Br:13][C:14]1[CH:19]=[CH:18][C:17]([NH:20][C:21]2[C:22]([CH:32]=[O:33])=[CH:23][C:24]3[N:28]([CH3:29])[CH:27]=[N:26][C:25]=3[C:30]=2[F:31])=[C:16]([Cl:34])[CH:15]=1. Product: [Br:13][C:14]1[CH:19]=[CH:18][C:17]([NH:20][C:21]2[C:22]([CH:32]([C:2]3[CH:7]=[CH:6][CH:5]=[CH:4][N:3]=3)[OH:33])=[CH:23][C:24]3[N:28]([CH3:29])[CH:27]=[N:26][C:25]=3[C:30]=2[F:31])=[C:16]([Cl:34])[CH:15]=1. The catalyst class is: 1.